From a dataset of Full USPTO retrosynthesis dataset with 1.9M reactions from patents (1976-2016). Predict the reactants needed to synthesize the given product. (1) Given the product [OH:3][CH:1]([C:4]1[CH:5]=[CH:6][C:7]([O:30][CH3:31])=[C:8]([CH2:10][CH2:11][N:12]2[CH2:17][CH2:16][CH:15]([N:18]3[C:26]4[C:21](=[CH:22][CH:23]=[C:24]([C:27]([NH2:29])=[O:28])[CH:25]=4)[CH:20]=[CH:19]3)[CH2:14][CH2:13]2)[CH:9]=1)[CH3:2], predict the reactants needed to synthesize it. The reactants are: [C:1]([C:4]1[CH:5]=[CH:6][C:7]([O:30][CH3:31])=[C:8]([CH2:10][CH2:11][N:12]2[CH2:17][CH2:16][CH:15]([N:18]3[C:26]4[C:21](=[CH:22][CH:23]=[C:24]([C:27]([NH2:29])=[O:28])[CH:25]=4)[CH:20]=[CH:19]3)[CH2:14][CH2:13]2)[CH:9]=1)(=[O:3])[CH3:2].[BH4-].[Na+]. (2) Given the product [C:13]([O:16][CH2:1][C:2]1[C:7]([CH3:8])=[C:6]([N+:9]([O-:11])=[O:10])[CH:5]=[CH:4][N:3]=1)(=[O:15])[CH3:14], predict the reactants needed to synthesize it. The reactants are: [CH3:1][C:2]1[C:7]([CH3:8])=[C:6]([N+:9]([O-:11])=[O:10])[CH:5]=[CH:4][N+:3]=1[O-].[C:13]([O:16]C(=O)C)(=[O:15])[CH3:14].